This data is from NCI-60 drug combinations with 297,098 pairs across 59 cell lines. The task is: Regression. Given two drug SMILES strings and cell line genomic features, predict the synergy score measuring deviation from expected non-interaction effect. (1) Drug 1: C1CC(=O)NC(=O)C1N2C(=O)C3=CC=CC=C3C2=O. Drug 2: C1CCC(C(C1)N)N.C(=O)(C(=O)[O-])[O-].[Pt+4]. Cell line: SK-MEL-5. Synergy scores: CSS=9.33, Synergy_ZIP=-10.5, Synergy_Bliss=-14.9, Synergy_Loewe=-37.1, Synergy_HSA=-12.7. (2) Drug 1: C1CCC(CC1)NC(=O)N(CCCl)N=O. Drug 2: CC1=C(C(=CC=C1)Cl)NC(=O)C2=CN=C(S2)NC3=CC(=NC(=N3)C)N4CCN(CC4)CCO. Cell line: SK-MEL-5. Synergy scores: CSS=14.8, Synergy_ZIP=2.20, Synergy_Bliss=4.78, Synergy_Loewe=-5.29, Synergy_HSA=-3.95.